Dataset: Forward reaction prediction with 1.9M reactions from USPTO patents (1976-2016). Task: Predict the product of the given reaction. (1) Given the reactants [Br:1][C:2]1[CH:3]=[CH:4][C:5]([F:8])=[N:6][CH:7]=1.C([N-]C(C)C)(C)C.[Li+].C([O:19][C:20](=O)[C:21]([N:23]([CH3:25])[CH3:24])=[O:22])C, predict the reaction product. The product is: [Br:1][C:2]1[CH:3]=[C:4]([C:20](=[O:19])[C:21]([N:23]([CH3:25])[CH3:24])=[O:22])[C:5]([F:8])=[N:6][CH:7]=1. (2) Given the reactants [CH2:1]([O:3][C:4]([CH2:6][C:7](=O)[CH2:8][S:9][C:10]1[CH:19]=[CH:18][CH:17]=[CH:16][C:11]=1[C:12]([O:14][CH3:15])=[O:13])=[O:5])[CH3:2], predict the reaction product. The product is: [CH2:1]([O:3][C:4]([CH2:6][C:7]1[C:19]2[CH:18]=[CH:17][CH:16]=[C:11]([C:12]([O:14][CH3:15])=[O:13])[C:10]=2[S:9][CH:8]=1)=[O:5])[CH3:2]. (3) Given the reactants [CH3:1][NH:2][C:3]1[CH:8]=[CH:7][C:6]([CH2:9][CH2:10][CH2:11][CH2:12][CH2:13][CH2:14][CH2:15][CH2:16][CH2:17][CH2:18][CH2:19][CH2:20][CH2:21][CH2:22][CH3:23])=[CH:5][CH:4]=1.C(=O)([O-])[O-].[K+].[K+].[Br:30][CH2:31][C:32](Cl)=[O:33].Cl, predict the reaction product. The product is: [Br:30][CH2:31][C:32]([N:2]([CH3:1])[C:3]1[CH:8]=[CH:7][C:6]([CH2:9][CH2:10][CH2:11][CH2:12][CH2:13][CH2:14][CH2:15][CH2:16][CH2:17][CH2:18][CH2:19][CH2:20][CH2:21][CH2:22][CH3:23])=[CH:5][CH:4]=1)=[O:33]. (4) Given the reactants [F:1][C:2]1[CH:10]=[CH:9][CH:8]=[C:7]([F:11])[C:3]=1[C:4](Cl)=[O:5].[CH3:12][O:13][C:14]1[CH:15]=[C:16]([C:20]2([OH:26])[CH2:25][CH2:24][CH2:23][NH:22][CH2:21]2)[CH:17]=[CH:18][CH:19]=1, predict the reaction product. The product is: [F:1][C:2]1[CH:10]=[CH:9][CH:8]=[C:7]([F:11])[C:3]=1[C:4]([N:22]1[CH2:23][CH2:24][CH2:25][C:20]([OH:26])([C:16]2[CH:17]=[CH:18][CH:19]=[C:14]([O:13][CH3:12])[CH:15]=2)[CH2:21]1)=[O:5]. (5) Given the reactants [Cr](Cl)([O-])(=O)=O.[NH+]1C=CC=CC=1.[Br:12][C:13]1[CH:14]=[C:15]2[C:20](=[CH:21][CH:22]=1)[CH:19]=[C:18]([CH2:23][OH:24])[CH:17]=[CH:16]2, predict the reaction product. The product is: [Br:12][C:13]1[CH:14]=[C:15]2[C:20](=[CH:21][CH:22]=1)[CH:19]=[C:18]([CH:23]=[O:24])[CH:17]=[CH:16]2. (6) Given the reactants [CH2:1]([O:3][C:4]([N:6]1[CH2:11][CH2:10][N:9]([C:12](=[O:39])[C@@H:13]([NH:23][C:24]([C:26]2[CH:31]=[C:30](Cl)[N:29]=[C:28]([C:33]3[CH:38]=[CH:37][CH:36]=[CH:35][CH:34]=3)[N:27]=2)=[O:25])[CH2:14][CH2:15][C:16]([O:18][C:19]([CH3:22])([CH3:21])[CH3:20])=[O:17])[CH2:8][CH2:7]1)=[O:5])[CH3:2].[C:40]([C:43]1[CH:48]=[CH:47][C:46](B(O)O)=[CH:45][CH:44]=1)([OH:42])=[O:41], predict the reaction product. The product is: [CH2:1]([O:3][C:4]([N:6]1[CH2:11][CH2:10][N:9]([C:12](=[O:39])[C@@H:13]([NH:23][C:24]([C:26]2[CH:31]=[C:30]([C:46]3[CH:47]=[CH:48][C:43]([C:40]([OH:42])=[O:41])=[CH:44][CH:45]=3)[N:29]=[C:28]([C:33]3[CH:38]=[CH:37][CH:36]=[CH:35][CH:34]=3)[N:27]=2)=[O:25])[CH2:14][CH2:15][C:16]([O:18][C:19]([CH3:22])([CH3:21])[CH3:20])=[O:17])[CH2:8][CH2:7]1)=[O:5])[CH3:2].